Dataset: Catalyst prediction with 721,799 reactions and 888 catalyst types from USPTO. Task: Predict which catalyst facilitates the given reaction. (1) Reactant: [OH:1][CH2:2][CH2:3][C:4]1[CH:9]=[CH:8][C:7]([OH:10])=[CH:6][CH:5]=1.CN(C)C=O.C(=O)([O-])[O-].[K+].[K+].I[CH:23]([CH3:25])[CH3:24]. Product: [CH:23]([O:10][C:7]1[CH:8]=[CH:9][C:4]([CH2:3][CH2:2][OH:1])=[CH:5][CH:6]=1)([CH3:25])[CH3:24]. The catalyst class is: 6. (2) Reactant: [NH:1]1[C:9]2[C:4](=[CH:5][CH:6]=[C:7]([NH:10][C:11](=[O:24])/[CH:12]=[CH:13]/[C:14]3[CH:19]=[CH:18][C:17]([C:20]([CH3:23])([CH3:22])[CH3:21])=[CH:16][CH:15]=3)[CH:8]=2)[CH:3]=[N:2]1.C1COCC1.[N:30]([CH3:33])=[C:31]=[O:32]. Product: [C:20]([C:17]1[CH:16]=[CH:15][C:14](/[CH:13]=[CH:12]/[C:11]([NH:10][C:7]2[CH:8]=[C:9]3[C:4]([CH:3]=[N:2][N:1]3[C:31](=[O:32])[NH:30][CH3:33])=[CH:5][CH:6]=2)=[O:24])=[CH:19][CH:18]=1)([CH3:21])([CH3:23])[CH3:22]. The catalyst class is: 25. (3) Reactant: Cl[CH2:2][C:3]1[N:7]=[C:6]([C:8]2[CH:13]=[CH:12][CH:11]=[CH:10][CH:9]=2)[O:5][N:4]=1.[OH:14][C:15]1[CH:41]=[CH:40][C:18]([C:19]([C:21]2[CH:37]=[CH:36][C:35]([O:38][CH3:39])=[CH:34][C:22]=2[O:23][C:24]([CH3:33])([CH3:32])[C:25]([O:27]C(C)(C)C)=[O:26])=[O:20])=[CH:17][CH:16]=1.C(=O)([O-])[O-].[K+].[K+].CN(C)C=O. Product: [CH3:39][O:38][C:35]1[CH:36]=[CH:37][C:21]([C:19](=[O:20])[C:18]2[CH:17]=[CH:16][C:15]([O:14][CH2:2][C:3]3[N:7]=[C:6]([C:8]4[CH:13]=[CH:12][CH:11]=[CH:10][CH:9]=4)[O:5][N:4]=3)=[CH:41][CH:40]=2)=[C:22]([CH:34]=1)[O:23][C:24]([CH3:33])([CH3:32])[C:25]([OH:27])=[O:26]. The catalyst class is: 6. (4) Reactant: C(=O)([O-])[O-].[Na+].[Na+].[CH3:7][O:8][C:9](=[O:42])[NH:10][C@H:11]([C:15]([N:17]1[CH2:21][CH2:20][CH2:19][C@H:18]1[C:22]1[NH:23][CH:24]=[C:25]([C:27]2[CH:32]=[CH:31][C:30](B3OC(C)(C)C(C)(C)O3)=[CH:29][CH:28]=2)[N:26]=1)=[O:16])[CH:12]([CH3:14])[CH3:13].Br[C:44]1[CH:50]=[CH:49][C:47]([NH2:48])=[CH:46][C:45]=1[Cl:51]. Product: [CH3:7][O:8][C:9](=[O:42])[NH:10][C@H:11]([C:15]([N:17]1[CH2:21][CH2:20][CH2:19][C@H:18]1[C:22]1[NH:23][CH:24]=[C:25]([C:27]2[CH:28]=[CH:29][C:30]([C:44]3[CH:50]=[CH:49][C:47]([NH2:48])=[CH:46][C:45]=3[Cl:51])=[CH:31][CH:32]=2)[N:26]=1)=[O:16])[CH:12]([CH3:13])[CH3:14]. The catalyst class is: 103. (5) Reactant: [C:1]([C:3]1[C:11]2[C:6](=[CH:7][CH:8]=[C:9]([NH2:12])[CH:10]=2)[NH:5][N:4]=1)#[N:2].[CH3:13][S:14]([C:17]1[CH:22]=[CH:21][CH:20]=[CH:19][C:18]=1[S:23](Cl)(=[O:25])=[O:24])(=[O:16])=[O:15]. Product: [C:1]([C:3]1[C:11]2[C:6](=[CH:7][CH:8]=[C:9]([NH:12][S:23]([C:18]3[CH:19]=[CH:20][CH:21]=[CH:22][C:17]=3[S:14]([CH3:13])(=[O:16])=[O:15])(=[O:25])=[O:24])[CH:10]=2)[NH:5][N:4]=1)#[N:2]. The catalyst class is: 17. (6) Reactant: CS(O[CH2:6][C@H:7]([NH:15][C:16]([O:18][CH2:19][C:20]1[CH:25]=[CH:24][CH:23]=[CH:22][CH:21]=1)=[O:17])[C@@H:8]1[CH2:12][O:11][C:10]([CH3:14])([CH3:13])[O:9]1)(=O)=O.[CH3:26][S-:27].[Na+]. Product: [CH3:14][C:10]1([CH3:13])[O:9][C@H:8]([C@@H:7]([NH:15][C:16](=[O:17])[O:18][CH2:19][C:20]2[CH:21]=[CH:22][CH:23]=[CH:24][CH:25]=2)[CH2:6][S:27][CH3:26])[CH2:12][O:11]1. The catalyst class is: 42.